Dataset: NCI-60 drug combinations with 297,098 pairs across 59 cell lines. Task: Regression. Given two drug SMILES strings and cell line genomic features, predict the synergy score measuring deviation from expected non-interaction effect. (1) Drug 1: COC1=C(C=C2C(=C1)N=CN=C2NC3=CC(=C(C=C3)F)Cl)OCCCN4CCOCC4. Drug 2: CC(C1=C(C=CC(=C1Cl)F)Cl)OC2=C(N=CC(=C2)C3=CN(N=C3)C4CCNCC4)N. Cell line: MDA-MB-231. Synergy scores: CSS=19.5, Synergy_ZIP=-4.67, Synergy_Bliss=-1.34, Synergy_Loewe=0.276, Synergy_HSA=0.299. (2) Drug 1: C1CCC(CC1)NC(=O)N(CCCl)N=O. Drug 2: C1=NC2=C(N=C(N=C2N1C3C(C(C(O3)CO)O)O)F)N. Cell line: IGROV1. Synergy scores: CSS=37.3, Synergy_ZIP=0.503, Synergy_Bliss=7.67, Synergy_Loewe=5.61, Synergy_HSA=6.91. (3) Drug 1: C1=NC2=C(N=C(N=C2N1C3C(C(C(O3)CO)O)O)F)N. Drug 2: CC1CCC2CC(C(=CC=CC=CC(CC(C(=O)C(C(C(=CC(C(=O)CC(OC(=O)C3CCCCN3C(=O)C(=O)C1(O2)O)C(C)CC4CCC(C(C4)OC)OCCO)C)C)O)OC)C)C)C)OC. Cell line: TK-10. Synergy scores: CSS=14.4, Synergy_ZIP=-5.12, Synergy_Bliss=2.08, Synergy_Loewe=-6.52, Synergy_HSA=0.703. (4) Drug 1: CC12CCC(CC1=CCC3C2CCC4(C3CC=C4C5=CN=CC=C5)C)O. Drug 2: C1C(C(OC1N2C=C(C(=O)NC2=O)F)CO)O. Cell line: SNB-75. Synergy scores: CSS=45.6, Synergy_ZIP=0.830, Synergy_Bliss=0.0941, Synergy_Loewe=-29.1, Synergy_HSA=-0.0559. (5) Drug 1: CN(C)C1=NC(=NC(=N1)N(C)C)N(C)C. Drug 2: CCCS(=O)(=O)NC1=C(C(=C(C=C1)F)C(=O)C2=CNC3=C2C=C(C=N3)C4=CC=C(C=C4)Cl)F. Cell line: IGROV1. Synergy scores: CSS=0.616, Synergy_ZIP=-1.36, Synergy_Bliss=-0.861, Synergy_Loewe=-2.57, Synergy_HSA=-1.66. (6) Drug 1: C1=CC(=CC=C1CCCC(=O)O)N(CCCl)CCCl. Drug 2: C1=NC2=C(N=C(N=C2N1C3C(C(C(O3)CO)O)F)Cl)N. Cell line: HL-60(TB). Synergy scores: CSS=93.8, Synergy_ZIP=3.87, Synergy_Bliss=3.89, Synergy_Loewe=3.00, Synergy_HSA=4.73. (7) Drug 1: CS(=O)(=O)CCNCC1=CC=C(O1)C2=CC3=C(C=C2)N=CN=C3NC4=CC(=C(C=C4)OCC5=CC(=CC=C5)F)Cl. Drug 2: CCN(CC)CCCC(C)NC1=C2C=C(C=CC2=NC3=C1C=CC(=C3)Cl)OC. Cell line: OVCAR3. Synergy scores: CSS=7.90, Synergy_ZIP=-1.33, Synergy_Bliss=-0.146, Synergy_Loewe=-10.9, Synergy_HSA=-3.13.